This data is from Full USPTO retrosynthesis dataset with 1.9M reactions from patents (1976-2016). The task is: Predict the reactants needed to synthesize the given product. Given the product [Cl:22][C:5]1[CH:4]=[CH:3][C:2](/[CH:25]=[CH:24]/[C:23]([O:27][CH3:28])=[O:26])=[CH:21][C:6]=1[C:7]([NH:9][CH2:10][C:11]12[CH2:20][CH:15]3[CH2:16][CH:17]([CH2:19][CH:13]([CH2:14]3)[CH2:12]1)[CH2:18]2)=[O:8], predict the reactants needed to synthesize it. The reactants are: Br[C:2]1[CH:3]=[CH:4][C:5]([Cl:22])=[C:6]([CH:21]=1)[C:7]([NH:9][CH2:10][C:11]12[CH2:20][CH:15]3[CH2:16][CH:17]([CH2:19][CH:13]([CH2:14]3)[CH2:12]1)[CH2:18]2)=[O:8].[C:23]([O:27][CH3:28])(=[O:26])[CH:24]=[CH2:25].C(N(CC)CC)C.C1(C)C=CC=CC=1P(C1C=CC=CC=1C)C1C=CC=CC=1C.